This data is from Reaction yield outcomes from USPTO patents with 853,638 reactions. The task is: Predict the reaction yield, written as a fraction of the theoretical maximum amount of product (1.0 means a 100% yield; for example, 0.34 means a 34% yield). The reactants are [Br:1]Br.[C:3]([Si:7]([CH3:24])([CH3:23])[N:8]1[C:12]2=[N:13][CH:14]=[C:15]([C:17]3[CH:18]=[N:19][CH:20]=[CH:21][CH:22]=3)[CH:16]=[C:11]2[CH:10]=[CH:9]1)([CH3:6])([CH3:5])[CH3:4].N1C=CC=CC=1.C(=O)(O)[O-].[Na+].S([O-])([O-])(=O)=S.[Na+].[Na+]. The catalyst is C(Cl)(Cl)(Cl)Cl.C(Cl)(Cl)Cl. The product is [Br:1][C:10]1[C:11]2[C:12](=[N:13][CH:14]=[C:15]([C:17]3[CH:18]=[N:19][CH:20]=[CH:21][CH:22]=3)[CH:16]=2)[N:8]([Si:7]([C:3]([CH3:6])([CH3:5])[CH3:4])([CH3:24])[CH3:23])[CH:9]=1. The yield is 0.780.